This data is from Forward reaction prediction with 1.9M reactions from USPTO patents (1976-2016). The task is: Predict the product of the given reaction. (1) The product is: [F:11][C:9]1[CH:10]=[C:2]2[C:3]([C:4](=[O:5])[NH:15][CH:13]=[N:1]2)=[CH:7][CH:8]=1. Given the reactants [NH2:1][C:2]1[CH:10]=[C:9]([F:11])[CH:8]=[CH:7][C:3]=1[C:4](O)=[O:5].O.[CH:13]([NH2:15])=O, predict the reaction product. (2) Given the reactants [C:1]1([C:7]2[C:16]3[C:11](=[CH:12][CH:13]=[C:14]([C:17]([F:20])([F:19])[F:18])[CH:15]=3)[NH:10][C:9](=O)[C:8]=2[C:22]2[NH:26][N:25]=[N:24][N:23]=2)[CH:6]=[CH:5][CH:4]=[CH:3][CH:2]=1.P(Cl)(Cl)([Cl:29])=O.C(N(CC)C(C)C)(C)C, predict the reaction product. The product is: [Cl:29][C:9]1[C:8]([C:22]2[NH:26][N:25]=[N:24][N:23]=2)=[C:7]([C:1]2[CH:2]=[CH:3][CH:4]=[CH:5][CH:6]=2)[C:16]2[C:11](=[CH:12][CH:13]=[C:14]([C:17]([F:19])([F:18])[F:20])[CH:15]=2)[N:10]=1. (3) Given the reactants [Cl:1][C:2]1[CH:3]=[C:4](B(O)O)[CH:5]=[CH:6][CH:7]=1.Br[C:12]1[CH:13]=[C:14]([C:32]([O:34][CH3:35])=[O:33])[C:15]2[NH:16][C:17]3[CH:18]=[C:19]([CH2:25][N:26]4[CH2:31][CH2:30][O:29][CH2:28][CH2:27]4)[CH:20]=[CH:21][C:22]=3[C:23]=2[N:24]=1.[O-]P([O-])([O-])=O.[K+].[K+].[K+].C1(P(C2CCCCC2)C2C=CC=CC=2C2C(OC)=CC=CC=2OC)CCCCC1, predict the reaction product. The product is: [Cl:1][C:2]1[CH:3]=[C:4]([C:12]2[CH:13]=[C:14]([C:32]([O:34][CH3:35])=[O:33])[C:15]3[NH:16][C:17]4[CH:18]=[C:19]([CH2:25][N:26]5[CH2:27][CH2:28][O:29][CH2:30][CH2:31]5)[CH:20]=[CH:21][C:22]=4[C:23]=3[N:24]=2)[CH:5]=[CH:6][CH:7]=1. (4) Given the reactants I[C:2]1[CH:7]=[CH:6][N:5]=[C:4]2[NH:8][CH:9]=[CH:10][C:3]=12.[C:11]([C:13]1[CH:18]=[CH:17][CH:16]=[CH:15][C:14]=1[F:19])#[CH:12].C(N(CC)CC)C, predict the reaction product. The product is: [F:19][C:14]1[CH:15]=[CH:16][CH:17]=[CH:18][C:13]=1[C:11]#[C:12][C:2]1[CH:7]=[CH:6][N:5]=[C:4]2[NH:8][CH:9]=[CH:10][C:3]=12. (5) Given the reactants CCCC1N(CC2C=CC(C3C(C4N=NNN=4)=CC=CC=3)=CC=2)C(C(O)=O)=C(C(O)(C)C)N=1.[CH3:34][CH2:35][CH2:36][C:37]1[N:41]([CH2:42][C:43]2[CH:48]=[CH:47][C:46]([C:49]3[C:54]([C:55]4[N:59](C(C5C=CC=CC=5)(C5C=CC=CC=5)C5C=CC=CC=5)[N:58]=[N:57][N:56]=4)=[CH:53][CH:52]=[CH:51][CH:50]=3)=[CH:45][CH:44]=2)[C:40]([C:79]([O:81][CH2:82][C:83]2[O:88][C:86](=[O:87])[O:85][C:84]=2[CH3:89])=[O:80])=[C:39]([C:90]([OH:93])([CH3:92])[CH3:91])[N:38]=1, predict the reaction product. The product is: [CH3:34][CH2:35][CH2:36][C:37]1[N:41]([CH2:42][C:43]2[CH:44]=[CH:45][C:46]([C:49]3[CH:50]=[CH:51][CH:52]=[CH:53][C:54]=3[C:55]3[NH:59][N:58]=[N:57][N:56]=3)=[CH:47][CH:48]=2)[C:40]([C:79]([O:81][CH2:82][C:83]2[O:88][C:86](=[O:87])[O:85][C:84]=2[CH3:89])=[O:80])=[C:39]([C:90]([OH:93])([CH3:92])[CH3:91])[N:38]=1. (6) Given the reactants C([O:8][C:9](=[O:26])[CH2:10][C:11]1[CH:16]=[CH:15][CH:14]=[CH:13][C:12]=1[O:17][CH2:18][CH2:19][N:20]1[CH2:25][CH2:24][O:23][CH2:22][CH2:21]1)C1C=CC=CC=1.[H][H], predict the reaction product. The product is: [N:20]1([CH2:19][CH2:18][O:17][C:12]2[CH:13]=[CH:14][CH:15]=[CH:16][C:11]=2[CH2:10][C:9]([OH:26])=[O:8])[CH2:25][CH2:24][O:23][CH2:22][CH2:21]1.